From a dataset of Full USPTO retrosynthesis dataset with 1.9M reactions from patents (1976-2016). Predict the reactants needed to synthesize the given product. Given the product [ClH:1].[CH2:2]([O:4][C@@H:5]([CH2:9][C:10]1[CH:15]=[CH:14][C:13]([C:16]2[CH:21]=[CH:20][CH:19]=[C:18]([N:22]([CH3:33])[C:23]([NH:25][CH2:26][CH2:27][CH2:28][CH2:29][CH2:30][CH2:31][CH3:32])=[O:24])[N:17]=2)=[CH:12][CH:11]=1)[C:6]([OH:8])=[O:7])[CH3:3], predict the reactants needed to synthesize it. The reactants are: [ClH:1].[CH2:2]([O:4][C@@H:5]([CH2:9][C:10]1[CH:15]=[CH:14][C:13]([C:16]2[CH:21]=[CH:20][CH:19]=[C:18]([N:22]([CH3:33])[C:23]([NH:25][CH2:26][CH2:27][CH2:28][CH2:29][CH2:30][CH2:31][CH3:32])=[O:24])[N:17]=2)=[CH:12][CH:11]=1)[C:6]([OH:8])=[O:7])[CH3:3].